This data is from Forward reaction prediction with 1.9M reactions from USPTO patents (1976-2016). The task is: Predict the product of the given reaction. (1) Given the reactants [OH:1][CH2:2][C@@H:3]([C@H:5]([C@@H:7]([C@@H:9]([CH2:11][OH:12])[OH:10])[OH:8])[OH:6])[OH:4].[CH2:13]1[O:15][CH2:14]1.[OH-].[Na+].C(OCC1OC1)(=O)C(C)=C, predict the reaction product. The product is: [OH:12][CH2:11][C@@H:9]([C@H:7]([C@@H:5]([C@@H:3]([CH2:2][OH:1])[OH:4])[OH:6])[OH:8])[OH:10].[CH2:14]1[O:15][CH2:13]1.[OH:12][CH2:11][C@@H:9]([C@H:7]([C@@H:5]([C@@H:3]([CH2:2][OH:1])[OH:4])[OH:6])[OH:8])[OH:10]. (2) Given the reactants [N:1]1[C:10]2[CH:9]([NH:11][CH2:12][CH2:13][CH2:14][CH2:15][N:16]3[C:24](=[O:25])[C:23]4[C:18](=[CH:19][CH:20]=[CH:21][CH:22]=4)[C:17]3=[O:26])[CH2:8][CH2:7][CH2:6][C:5]=2[CH:4]=[CH:3][CH:2]=1.[CH3:27][N:28]1[C:32]2[CH:33]=[CH:34][CH:35]=[CH:36][C:31]=2[N:30]=[C:29]1[CH:37]=O.[BH-](OC(C)=O)(OC(C)=O)OC(C)=O.[Na+], predict the reaction product. The product is: [CH3:27][N:28]1[C:32]2[CH:33]=[CH:34][CH:35]=[CH:36][C:31]=2[N:30]=[C:29]1[CH2:37][N:11]([CH:9]1[C:10]2[N:1]=[CH:2][CH:3]=[CH:4][C:5]=2[CH2:6][CH2:7][CH2:8]1)[CH2:12][CH2:13][CH2:14][CH2:15][N:16]1[C:24](=[O:25])[C:23]2[C:18](=[CH:19][CH:20]=[CH:21][CH:22]=2)[C:17]1=[O:26]. (3) The product is: [C:33]([OH:38])(=[O:37])[C:34]([OH:36])=[O:35].[CH:1]1([CH2:7][CH2:8][CH2:9][C:10]2[CH:11]=[C:12]([CH:30]=[CH:31][CH:32]=2)[C:13]([N:15]2[CH2:20][CH2:19][N:18]([C:21]([NH:23][C:24]3[CH:25]=[N:26][CH:27]=[CH:28][CH:29]=3)=[O:22])[CH2:17][CH2:16]2)=[O:14])[CH2:6][CH2:5][CH2:4][CH2:3][CH2:2]1. Given the reactants [CH:1]1([CH2:7][CH2:8][CH2:9][C:10]2[CH:11]=[C:12]([CH:30]=[CH:31][CH:32]=2)[C:13]([N:15]2[CH2:20][CH2:19][N:18]([C:21]([NH:23][C:24]3[CH:25]=[N:26][CH:27]=[CH:28][CH:29]=3)=[O:22])[CH2:17][CH2:16]2)=[O:14])[CH2:6][CH2:5][CH2:4][CH2:3][CH2:2]1.[C:33]([OH:38])(=[O:37])[C:34]([OH:36])=[O:35], predict the reaction product.